From a dataset of Forward reaction prediction with 1.9M reactions from USPTO patents (1976-2016). Predict the product of the given reaction. (1) Given the reactants C(=O)([O-])O.[Na+].Cl.[Cl:7][C:8]1[S:9][CH:10]=[C:11]([CH3:22])[C:12]=1[NH:13][C:14]1[NH:18][C:17]2=[CH:19][S:20][CH:21]=[C:16]2[N:15]=1, predict the reaction product. The product is: [Cl:7][C:8]1[S:9][CH:10]=[C:11]([CH3:22])[C:12]=1[NH:13][C:14]1[NH:15][C:16]2=[CH:21][S:20][CH:19]=[C:17]2[N:18]=1. (2) The product is: [CH2:25]([O:24][C:22]([CH:21]=[P:7]([C:1]1[CH:2]=[CH:3][CH:4]=[CH:5][CH:6]=1)([C:8]1[CH:13]=[CH:12][CH:11]=[CH:10][CH:9]=1)[C:14]1[CH:15]=[CH:16][CH:17]=[CH:18][CH:19]=1)=[O:23])[CH3:26]. Given the reactants [C:1]1([P:7]([C:14]2[CH:19]=[CH:18][CH:17]=[CH:16][CH:15]=2)[C:8]2[CH:13]=[CH:12][CH:11]=[CH:10][CH:9]=2)[CH:6]=[CH:5][CH:4]=[CH:3][CH:2]=1.Br[CH2:21][C:22]([O:24][CH2:25][CH3:26])=[O:23], predict the reaction product. (3) Given the reactants Cl[CH:2]([CH:15]1[CH2:20][CH2:19][CH2:18][CH2:17][CH2:16]1)[C:3]1[CH:7]=[C:6]([C:8]2[CH:13]=[CH:12][CH:11]=[CH:10][CH:9]=2)[S:5][C:4]=1[CH3:14].[NH2:21][C:22]1[CH:31]=[CH:30][C:25]([C:26]([O:28]C)=[O:27])=[CH:24][CH:23]=1.[I-].[Na+].C(=O)([O-])[O-].[Na+].[Na+].Cl.[OH-].[Na+], predict the reaction product. The product is: [CH:15]1([CH:2]([NH:21][C:22]2[CH:31]=[CH:30][C:25]([C:26]([OH:28])=[O:27])=[CH:24][CH:23]=2)[C:3]2[CH:7]=[C:6]([C:8]3[CH:13]=[CH:12][CH:11]=[CH:10][CH:9]=3)[S:5][C:4]=2[CH3:14])[CH2:20][CH2:19][CH2:18][CH2:17][CH2:16]1. (4) Given the reactants N(C(OC(C)C)=O)=NC(OC(C)C)=O.[CH3:15][Si:16]([CH3:22])([CH3:21])[CH2:17][CH2:18][CH2:19][OH:20].[Cl:23][C:24]1[CH:29]=[C:28]([N+:30]([O-:32])=[O:31])[C:27]([CH3:33])=[CH:26][C:25]=1O.C1(P(C2C=CC=CC=2)C2C=CC=CC=2)C=CC=CC=1, predict the reaction product. The product is: [Cl:23][C:24]1[CH:29]=[C:28]([N+:30]([O-:32])=[O:31])[C:27]([CH3:33])=[CH:26][C:25]=1[O:20][CH2:19][CH2:18][CH2:17][Si:16]([CH3:22])([CH3:21])[CH3:15]. (5) Given the reactants C(Cl)CCl.C1C=CC2N(O)N=NC=2C=1.CCN(C(C)C)C(C)C.[S:24]1[CH:28]=[CH:27][C:26]([CH2:29][C:30]([OH:32])=O)=[CH:25]1.Cl.[CH3:34][NH:35][O:36][CH3:37], predict the reaction product. The product is: [CH3:37][O:36][N:35]([CH3:34])[C:30](=[O:32])[CH2:29][C:26]1[CH:27]=[CH:28][S:24][CH:25]=1. (6) Given the reactants C[Si]([N-][Si](C)(C)C)(C)C.[K+].C1OCCOCCOCCOCCOCCOC1.[CH2:29]([O:31][C:32](=[O:48])[CH2:33]P(OCC(F)(F)F)(OCC(F)(F)F)=O)[CH3:30].[S:49]1[CH:53]=[CH:52][C:51]([CH:54]=O)=[CH:50]1, predict the reaction product. The product is: [CH2:29]([O:31][C:32](=[O:48])[CH:33]=[CH:54][C:51]1[CH:52]=[CH:53][S:49][CH:50]=1)[CH3:30]. (7) Given the reactants [CH2:1]([O:3][CH:4]([O:13][CH2:14][CH3:15])[C:5]1[CH:12]=[CH:11][C:8]([CH:9]=[O:10])=[CH:7][CH:6]=1)[CH3:2].O1C[CH2:19][CH2:18][CH2:17]1.C([Mg]Br)CC.[Cl-].[NH4+], predict the reaction product. The product is: [CH2:14]([O:13][CH:4]([O:3][CH2:1][CH3:2])[C:5]1[CH:12]=[CH:11][C:8]([CH:9]([OH:10])[CH2:17][CH2:18][CH3:19])=[CH:7][CH:6]=1)[CH3:15].